This data is from Forward reaction prediction with 1.9M reactions from USPTO patents (1976-2016). The task is: Predict the product of the given reaction. (1) Given the reactants [NH2:1][C:2]1[C:19]([NH2:20])=[CH:18][C:5]([C:6]([NH:8][C:9]2[CH:17]=[C:16]3[C:12]([CH:13]=[N:14][NH:15]3)=[CH:11][CH:10]=2)=[O:7])=[C:4]([N:21]([CH3:23])[CH3:22])[CH:3]=1.[N:24]([C:27]1[C:32]([CH3:33])=[CH:31][CH:30]=[CH:29][N:28]=1)=[C:25]=S, predict the reaction product. The product is: [NH:15]1[C:16]2[C:12](=[CH:11][CH:10]=[C:9]([NH:8][C:6]([C:5]3[C:4]([N:21]([CH3:23])[CH3:22])=[CH:3][C:2]4[NH:1][C:25]([NH:24][C:27]5[C:32]([CH3:33])=[CH:31][CH:30]=[CH:29][N:28]=5)=[N:20][C:19]=4[CH:18]=3)=[O:7])[CH:17]=2)[CH:13]=[N:14]1. (2) Given the reactants [OH:1][CH2:2][C@@H:3]1[CH2:12][N:7]2[CH2:8][CH2:9][NH:10][CH2:11][C@@H:6]2[CH2:5][CH2:4]1.Cl[C:14]1[N:19]=[CH:18][C:17]([F:20])=[CH:16][N:15]=1.C(=O)([O-])[O-].[Na+].[Na+], predict the reaction product. The product is: [OH:1][CH2:2][C@@H:3]1[CH2:12][N:7]2[CH2:8][CH2:9][N:10]([C:14]3[N:19]=[CH:18][C:17]([F:20])=[CH:16][N:15]=3)[CH2:11][C@@H:6]2[CH2:5][CH2:4]1. (3) Given the reactants [CH3:1][C:2]([C:27]1[CH:28]=[N:29][CH:30]=[CH:31][CH:32]=1)([CH2:9][C:10]1[CH:15]=[CH:14][C:13]([O:16][CH2:17][CH2:18][CH2:19][NH:20][C:21]2[CH:26]=[CH:25][CH:24]=[CH:23][N:22]=2)=[CH:12][CH:11]=1)[CH2:3][C:4]([O:6]CC)=[O:5].FC(F)(F)C(O)=O, predict the reaction product. The product is: [CH3:1][C:2]([C:27]1[CH:28]=[N:29][CH:30]=[CH:31][CH:32]=1)([CH2:9][C:10]1[CH:11]=[CH:12][C:13]([O:16][CH2:17][CH2:18][CH2:19][NH:20][C:21]2[CH:26]=[CH:25][CH:24]=[CH:23][N:22]=2)=[CH:14][CH:15]=1)[CH2:3][C:4]([OH:6])=[O:5].